Dataset: Forward reaction prediction with 1.9M reactions from USPTO patents (1976-2016). Task: Predict the product of the given reaction. (1) Given the reactants [CH:1]1([CH:7]([NH:24][C:25]2[CH:30]=[CH:29][C:28]([C:31]([N:33]([CH3:41])[CH2:34][CH2:35][C:36]([O:38]CC)=[O:37])=[O:32])=[CH:27][CH:26]=2)[C:8]2[O:9][C:10]3[CH:17]=[CH:16][C:15]([NH:18][C:19](=[O:23])[NH:20][CH2:21][CH3:22])=[CH:14][C:11]=3[C:12]=2[CH3:13])[CH2:6][CH2:5][CH2:4][CH2:3][CH2:2]1.O1CCCC1.[OH-].[Li+], predict the reaction product. The product is: [CH:1]1([CH:7]([NH:24][C:25]2[CH:30]=[CH:29][C:28]([C:31]([N:33]([CH3:41])[CH2:34][CH2:35][C:36]([OH:38])=[O:37])=[O:32])=[CH:27][CH:26]=2)[C:8]2[O:9][C:10]3[CH:17]=[CH:16][C:15]([NH:18][C:19](=[O:23])[NH:20][CH2:21][CH3:22])=[CH:14][C:11]=3[C:12]=2[CH3:13])[CH2:2][CH2:3][CH2:4][CH2:5][CH2:6]1. (2) Given the reactants C([N:4]1[C:12]2[C:7](=[CH:8][C:9]([C:13]3[NH:14][C:15]4[N:16]([N:20]=[C:21]([CH2:23][CH3:24])[N:22]=4)[C:17](=[O:19])[CH:18]=3)=[CH:10][CH:11]=2)[CH:6]=[N:5]1)(=O)C.C(=O)([O-])[O-].[K+].[K+].O, predict the reaction product. The product is: [CH2:23]([C:21]1[N:22]=[C:15]2[NH:14][C:13]([C:9]3[CH:8]=[C:7]4[C:12](=[CH:11][CH:10]=3)[NH:4][N:5]=[CH:6]4)=[CH:18][C:17](=[O:19])[N:16]2[N:20]=1)[CH3:24]. (3) Given the reactants [N:1]1[C:8]([Cl:9])=[N:7][C:5](Cl)=[N:4][C:2]=1[Cl:3].[F:10][C:11]1[CH:18]=[CH:17][C:14]([CH2:15][NH2:16])=[CH:13][CH:12]=1.CCN(CC)CC, predict the reaction product. The product is: [Cl:9][C:8]1[N:1]=[C:2]([Cl:3])[N:4]=[C:5]([NH:16][CH2:15][C:14]2[CH:17]=[CH:18][C:11]([F:10])=[CH:12][CH:13]=2)[N:7]=1. (4) Given the reactants Cl[C:2]([O:4][C:5]1[CH:10]=[CH:9][C:8]([N+:11]([O-:13])=[O:12])=[CH:7][CH:6]=1)=[O:3].[F:14][C:15]1[CH:20]=[C:19]([F:21])[CH:18]=[CH:17][C:16]=1[C:22]1[CH:27]=[CH:26][C:25]([C@@H:28]([N:30]2[CH2:35][CH2:34][C@@:33]([C:39]3[CH:44]=[CH:43][C:42]([F:45])=[CH:41][CH:40]=3)([CH2:36][CH2:37][OH:38])[O:32][C:31]2=[O:46])[CH3:29])=[CH:24][CH:23]=1.N1C=CC=CC=1, predict the reaction product. The product is: [C:2](=[O:3])([O:4][C:5]1[CH:6]=[CH:7][C:8]([N+:11]([O-:13])=[O:12])=[CH:9][CH:10]=1)[O:38][CH2:37][CH2:36][C@@:33]1([C:39]2[CH:40]=[CH:41][C:42]([F:45])=[CH:43][CH:44]=2)[O:32][C:31](=[O:46])[N:30]([C@H:28]([C:25]2[CH:26]=[CH:27][C:22]([C:16]3[CH:17]=[CH:18][C:19]([F:21])=[CH:20][C:15]=3[F:14])=[CH:23][CH:24]=2)[CH3:29])[CH2:35][CH2:34]1.